This data is from Forward reaction prediction with 1.9M reactions from USPTO patents (1976-2016). The task is: Predict the product of the given reaction. (1) Given the reactants C[C:2]([O-:4])=[O:3].[Na+].[Cl:6][C:7]1[N:12]=[CH:11][C:10]2[C:13](I)=[N:14][N:15]([C:16]([C:29]3[CH:34]=[CH:33][CH:32]=[CH:31][CH:30]=3)([C:23]3[CH:28]=[CH:27][CH:26]=[CH:25][CH:24]=3)[C:17]3[CH:22]=[CH:21][CH:20]=[CH:19][CH:18]=3)[C:9]=2[CH:8]=1.[CH3:36]O, predict the reaction product. The product is: [Cl:6][C:7]1[CH:8]=[CH:9][C:10]2[C:13]([C:2]([O:4][CH3:36])=[O:3])=[N:14][N:15]([C:16]([C:29]3[CH:34]=[CH:33][CH:32]=[CH:31][CH:30]=3)([C:23]3[CH:28]=[CH:27][CH:26]=[CH:25][CH:24]=3)[C:17]3[CH:22]=[CH:21][CH:20]=[CH:19][CH:18]=3)[C:11]=2[N:12]=1. (2) The product is: [CH2:31]([O:33][C:34]([CH:36]1[CH2:41][CH2:40][CH:39]([NH:42][C:20]2[N:19]=[C:18]([N:13]3[C:14]4[C:10](=[C:9]([O:8][CH2:7][CH:4]5[CH2:5][CH2:6][S:2](=[O:29])(=[O:1])[CH2:3]5)[CH:17]=[CH:16][CH:15]=4)[CH:11]=[CH:12]3)[CH:23]=[CH:22][N:21]=2)[CH2:38][CH2:37]1)=[O:35])[CH3:32]. Given the reactants [O:1]=[S:2]1(=[O:29])[CH2:6][CH2:5][CH:4]([CH2:7][O:8][C:9]2[CH:17]=[CH:16][CH:15]=[C:14]3[C:10]=2[CH:11]=[CH:12][N:13]3[C:18]2[CH:23]=[CH:22][N:21]=[C:20](S(CCC)=O)[N:19]=2)[CH2:3]1.Cl.[CH2:31]([O:33][C:34]([CH:36]1[CH2:41][CH2:40][CH:39]([NH2:42])[CH2:38][CH2:37]1)=[O:35])[CH3:32].C(N(C(C)C)CC)(C)C.O, predict the reaction product. (3) Given the reactants [CH3:1][O:2][C:3]1[CH:4]=[C:5](B(O)O)[CH:6]=[CH:7][CH:8]=1.C([C@H]1COC(C2C=CC=CN=2)=N1)(C)(C)C.F[P-](F)(F)(F)(F)F.[NH4+].ClC(Cl)C.[OH:39][C:40]1[CH:49]=[C:48]2[C:43]([C:44](=[O:50])[CH:45]=[CH:46][O:47]2)=[CH:42][CH:41]=1.O, predict the reaction product. The product is: [OH:39][C:40]1[CH:49]=[C:48]2[C:43]([C:44](=[O:50])[CH2:45][C@H:46]([C:7]3[CH:6]=[CH:5][CH:4]=[C:3]([O:2][CH3:1])[CH:8]=3)[O:47]2)=[CH:42][CH:41]=1. (4) Given the reactants [F:1][C:2]1[CH:3]=[C:4]([CH:7]=[CH:8][C:9]=1[C:10]([F:13])([F:12])[F:11])[CH:5]=O.C(O)(=O)[CH2:15][C:16]([OH:18])=[O:17], predict the reaction product. The product is: [F:1][C:2]1[CH:3]=[C:4]([CH:5]=[CH:15][C:16]([OH:18])=[O:17])[CH:7]=[CH:8][C:9]=1[C:10]([F:13])([F:12])[F:11]. (5) Given the reactants C([O-])(=O)C.[NH4+:5].[CH3:6][C:7]([CH3:43])([CH2:41][CH3:42])[CH2:8][C:9](=O)[CH2:10][NH:11][C:12]([C:14]1([CH2:26][C:27]2[CH:32]=[CH:31][C:30]([C:33]3[CH:38]=[CH:37][C:36]([F:39])=[CH:35][N:34]=3)=[CH:29][CH:28]=2)[CH2:18][CH2:17][CH2:16][N:15]1[C:19]([O:21][C:22]([CH3:25])([CH3:24])[CH3:23])=[O:20])=O, predict the reaction product. The product is: [CH3:6][C:7]([CH3:43])([CH2:41][CH3:42])[CH2:8][C:9]1[N:5]=[C:12]([C:14]2([CH2:26][C:27]3[CH:32]=[CH:31][C:30]([C:33]4[CH:38]=[CH:37][C:36]([F:39])=[CH:35][N:34]=4)=[CH:29][CH:28]=3)[CH2:18][CH2:17][CH2:16][N:15]2[C:19]([O:21][C:22]([CH3:23])([CH3:24])[CH3:25])=[O:20])[NH:11][CH:10]=1. (6) Given the reactants [Cl:1][C:2]1[C:10]2[N:6]([C:7]([CH2:14][CH2:15][O:16][CH3:17])=[CH:8][C:9]=2[C:11]([OH:13])=O)[CH:5]=[CH:4][CH:3]=1.Cl.[CH2:19]1[C:21]2([CH2:26][CH2:25][CH2:24][CH:23]([CH2:27][NH2:28])[CH2:22]2)[CH2:20]1.Cl.CN(C)CCCN=C=NCC.N1(O)C2C=CC=CC=2N=N1.C(N(C(C)C)C(C)C)C, predict the reaction product. The product is: [Cl:1][C:2]1[C:10]2[N:6]([C:7]([CH2:14][CH2:15][O:16][CH3:17])=[CH:8][C:9]=2[C:11]([NH:28][CH2:27][CH:23]2[CH2:24][CH2:25][CH2:26][C:21]3([CH2:19][CH2:20]3)[CH2:22]2)=[O:13])[CH:5]=[CH:4][CH:3]=1. (7) The product is: [CH:22]1([N:19]2[CH2:18][CH2:17][N:16]([C:13]3[N:12]=[CH:11][C:10]([NH:9][C:8]([N:42]4[CH2:43][CH2:44][CH:39]([CH3:38])[CH2:40][CH2:41]4)=[O:27])=[CH:15][CH:14]=3)[CH2:21][CH2:20]2)[CH2:23][CH2:24][CH2:25][CH2:26]1. Given the reactants C1(O[C:8](=[O:27])[NH:9][C:10]2[CH:11]=[N:12][C:13]([N:16]3[CH2:21][CH2:20][N:19]([CH:22]4[CH2:26][CH2:25][CH2:24][CH2:23]4)[CH2:18][CH2:17]3)=[CH:14][CH:15]=2)C=CC=CC=1.C1(OC(Cl)=O)C=CC=CC=1.[CH3:38][CH:39]1[CH2:44][CH2:43][NH:42][CH2:41][CH2:40]1.CN(C=O)C, predict the reaction product. (8) The product is: [CH2:1]([O:3][C:4]([C:6]1[N:14]([CH3:15])[C:13]2[CH:12]=[CH:11][N:10]=[CH:9][C:8]=2[C:7]=1[NH:38][C:37]1[CH:39]=[CH:40][C:34]([Br:33])=[CH:35][C:36]=1[F:41])=[O:5])[CH3:2]. Given the reactants [CH2:1]([O:3][C:4]([C:6]1[N:14]([CH3:15])[C:13]2[CH:12]=[CH:11][N:10]=[CH:9][C:8]=2[C:7]=1OS(C(F)(F)C(F)(F)C(F)(F)C(F)(F)F)(=O)=O)=[O:5])[CH3:2].[Br:33][C:34]1[CH:40]=[CH:39][C:37]([NH2:38])=[C:36]([F:41])[CH:35]=1.CC1(C)C2C(=C(P(C3C=CC=CC=3)C3C=CC=CC=3)C=CC=2)OC2C(P(C3C=CC=CC=3)C3C=CC=CC=3)=CC=CC1=2.C1CCN2C(=NCCC2)CC1, predict the reaction product. (9) Given the reactants [CH3:1][O:2][C:3]1[CH:8]=[CH:7][C:6]([C:9]2[N:10]=[C:11]([NH2:22])[S:12][C:13]=2[CH2:14][CH2:15][C:16]2[CH:21]=[CH:20][CH:19]=[CH:18][CH:17]=2)=[CH:5][CH:4]=1.[CH3:23][O:24][C:25]1[CH:26]=[C:27]([CH:31]=[C:32]([O:36][CH3:37])[C:33]=1[O:34][CH3:35])[C:28](Cl)=[O:29], predict the reaction product. The product is: [CH3:37][O:36][C:32]1[CH:31]=[C:27]([CH:26]=[C:25]([O:24][CH3:23])[C:33]=1[O:34][CH3:35])[C:28]([NH:22][C:11]1[S:12][C:13]([CH2:14][CH2:15][C:16]2[CH:17]=[CH:18][CH:19]=[CH:20][CH:21]=2)=[C:9]([C:6]2[CH:5]=[CH:4][C:3]([O:2][CH3:1])=[CH:8][CH:7]=2)[N:10]=1)=[O:29].